This data is from Reaction yield outcomes from USPTO patents with 853,638 reactions. The task is: Predict the reaction yield, written as a fraction of the theoretical maximum amount of product (1.0 means a 100% yield; for example, 0.34 means a 34% yield). (1) The reactants are [OH-].[Na+].C[O:4][C:5]([C:7]1[CH:17]=[C:16]([O:18][CH2:19][C:20]2[CH:25]=[CH:24][CH:23]=[CH:22][CH:21]=2)[C:10]2[CH2:11][C:12]([CH3:15])([CH3:14])[O:13][C:9]=2[CH:8]=1)=[O:6]. The catalyst is CO. The product is [CH2:19]([O:18][C:16]1[C:10]2[CH2:11][C:12]([CH3:15])([CH3:14])[O:13][C:9]=2[CH:8]=[C:7]([C:5]([OH:6])=[O:4])[CH:17]=1)[C:20]1[CH:21]=[CH:22][CH:23]=[CH:24][CH:25]=1. The yield is 0.880. (2) The reactants are Cl[C:2]1[CH:7]=[CH:6][N:5]=[CH:4][C:3]=1[N+:8]([O-:10])=[O:9].C([O-])([O-])=O.[K+].[K+].[CH:17]1([CH2:20][OH:21])[CH2:19][CH2:18]1. The catalyst is CN(C)C=O.O.C(OCC)(=O)C. The product is [CH:17]1([CH2:20][O:21][C:2]2[CH:7]=[CH:6][N:5]=[CH:4][C:3]=2[N+:8]([O-:10])=[O:9])[CH2:19][CH2:18]1. The yield is 0.410. (3) The reactants are C(=O)([O-])[O-].[K+].[K+].Br[CH2:8][CH3:9].[OH:10][C:11]1[CH:12]=[CH:13][C:14]([CH:17]=[O:18])=[N:15][CH:16]=1. The catalyst is CN(C=O)C.O. The product is [CH2:8]([O:10][C:11]1[CH:12]=[CH:13][C:14]([CH:17]=[O:18])=[N:15][CH:16]=1)[CH3:9]. The yield is 0.900.